Task: Predict the product of the given reaction.. Dataset: Forward reaction prediction with 1.9M reactions from USPTO patents (1976-2016) (1) Given the reactants [F:1][C:2]1[CH:32]=[CH:31][C:5]([O:6][C:7]2[CH:30]=[CH:29][C:10]([CH2:11][NH:12][CH2:13][C:14]3[CH:15]=[C:16]([CH:26]=[CH:27][CH:28]=3)[CH2:17][NH:18][C:19](=[O:25])[O:20][C:21]([CH3:24])([CH3:23])[CH3:22])=[CH:9][CH:8]=2)=[CH:4][CH:3]=1.[Cl:33][C:34]1[C:35]([OH:45])=[C:36]([S:41](Cl)(=[O:43])=[O:42])[CH:37]=[C:38]([Cl:40])[CH:39]=1.CCN(CC)CC, predict the reaction product. The product is: [Cl:33][C:34]1[C:35]([OH:45])=[C:36]([S:41]([N:12]([CH2:13][C:14]2[CH:15]=[C:16]([CH:26]=[CH:27][CH:28]=2)[CH2:17][NH:18][C:19](=[O:25])[O:20][C:21]([CH3:24])([CH3:23])[CH3:22])[CH2:11][C:10]2[CH:29]=[CH:30][C:7]([O:6][C:5]3[CH:4]=[CH:3][C:2]([F:1])=[CH:32][CH:31]=3)=[CH:8][CH:9]=2)(=[O:43])=[O:42])[CH:37]=[C:38]([Cl:40])[CH:39]=1. (2) The product is: [CH3:1][O:2][C:3]1[N:8]=[C:7]2[N:9]([CH2:14][CH2:15][CH2:16][NH:18][C@H:19]3[CH2:23][N:22]([C:24]4[CH:25]=[CH:26][C:27]5[O:28][CH2:29][C:30](=[O:34])[NH:31][C:32]=5[N:33]=4)[C:21](=[O:35])[CH2:20]3)[C:10](=[O:13])[CH:11]=[CH:12][C:6]2=[N:5][CH:4]=1. Given the reactants [CH3:1][O:2][C:3]1[N:8]=[C:7]2[N:9]([CH2:14][CH2:15][CH:16]=O)[C:10](=[O:13])[CH:11]=[CH:12][C:6]2=[N:5][CH:4]=1.[NH2:18][C@H:19]1[CH2:23][N:22]([C:24]2[CH:25]=[CH:26][C:27]3[O:28][CH2:29][C:30](=[O:34])[NH:31][C:32]=3[N:33]=2)[C:21](=[O:35])[CH2:20]1.C(OC(=O)N[C@@H]1CC(=O)NC1)(C)(C)C.C(O)(=O)C.C(O[BH-](OC(=O)C)OC(=O)C)(=O)C.[Na+].C(=O)([O-])O.[Na+], predict the reaction product. (3) Given the reactants Cl.Cl.[N:3]1[C:11]2[CH:10]=[CH:9][N:8]=[CH:7][C:6]=2[O:5][C:4]=1[NH:12][CH:13]1[CH2:18][CH2:17][NH:16][CH2:15][CH2:14]1.[CH2:19]([NH:21][C:22]1[CH:23]=[C:24]([CH:27]=[CH:28][C:29]=1[O:30][CH3:31])[CH:25]=O)[CH3:20].C([BH3-])#N.[Na+].C(N(C(C)C)C(C)C)C, predict the reaction product. The product is: [CH2:19]([NH:21][C:22]1[CH:23]=[C:24]([CH:27]=[CH:28][C:29]=1[O:30][CH3:31])[CH2:25][N:16]1[CH2:17][CH2:18][CH:13]([NH:12][C:4]2[O:5][C:6]3[CH:7]=[N:8][CH:9]=[CH:10][C:11]=3[N:3]=2)[CH2:14][CH2:15]1)[CH3:20]. (4) Given the reactants [F:1][C:2]1[CH:3]=[C:4]([C:8]([C:13]2[NH:21][C:16]3=[N:17][CH:18]=[CH:19][CH:20]=[C:15]3[CH:14]=2)=[CH:9][CH:10]([CH3:12])[CH3:11])[CH:5]=[CH:6][CH:7]=1, predict the reaction product. The product is: [F:1][C:2]1[CH:3]=[C:4]([CH:8]([C:13]2[NH:21][C:16]3=[N:17][CH:18]=[CH:19][CH:20]=[C:15]3[CH:14]=2)[CH2:9][CH:10]([CH3:12])[CH3:11])[CH:5]=[CH:6][CH:7]=1.